This data is from Forward reaction prediction with 1.9M reactions from USPTO patents (1976-2016). The task is: Predict the product of the given reaction. (1) The product is: [CH:21]1([C:19]2[N:12]3[C:13]([CH:14]=[N:15][C:10]([NH:9][C:6]4[CH:7]=[CH:8][C:3]([O:2][CH3:1])=[CH:4][CH:5]=4)=[N:11]3)=[C:16]([CH3:17])[N:18]=2)[CH2:23][CH2:22]1. Given the reactants [CH3:1][O:2][C:3]1[CH:8]=[CH:7][C:6]([NH:9][C:10]2[N:11]=[N:12][C:13]([CH:16]([NH:18][C:19]([CH:21]3[CH2:23][CH2:22]3)=O)[CH3:17])=[CH:14][N:15]=2)=[CH:5][CH:4]=1.P(Cl)(Cl)(Cl)=O, predict the reaction product. (2) The product is: [OH:17][CH2:16][C@@H:14]1[C@H:13]([OH:18])[C@H:12]([OH:19])[C@H:11]([N:10]2[CH:9]=[N:8][C:4]3[C:3]2=[N:2][CH:1]=[N:6][C:5]=3[NH:20][CH:21]2[CH2:25][CH2:24][O:23][CH2:22]2)[O:15]1. Given the reactants [CH:1]1[N:6]=[C:5](Cl)[C:4]2[N:8]=[CH:9][N:10]([C@@H:11]3[O:15][C@H:14]([CH2:16][OH:17])[C@@H:13]([OH:18])[C@H:12]3[OH:19])[C:3]=2[N:2]=1.[NH2:20][CH:21]1[CH2:25][CH2:24][O:23][CH2:22]1.C(N(CC)CC)C, predict the reaction product. (3) The product is: [NH2:9][C:3]1[CH:4]=[CH:5][C:6]([F:8])=[CH:7][C:2]=1[O:17][CH:15]([CH3:16])[C:13]([CH3:14])([OH:18])[CH3:12]. Given the reactants F[C:2]1[CH:7]=[C:6]([F:8])[CH:5]=[CH:4][C:3]=1[N+:9]([O-])=O.[CH3:12][C:13]([OH:18])([CH:15]([OH:17])[CH3:16])[CH3:14], predict the reaction product. (4) Given the reactants [Cl:1][C:2]1[CH:7]=[CH:6][C:5]([C@H:8]2[C@H:13]([O:14][CH2:15][C:16]3[CH:21]=[CH:20][CH:19]=[CH:18][CH:17]=3)[C@@H:12]([O:22][CH2:23][C:24]3[CH:29]=[CH:28][CH:27]=[CH:26][CH:25]=3)[C@H:11]([O:30][CH2:31][C:32]3[CH:37]=[CH:36][CH:35]=[CH:34][CH:33]=3)[C@@H:10]([CH2:38][O:39][CH2:40][C:41]3[CH:46]=[CH:45][CH:44]=[CH:43][CH:42]=3)[O:9]2)=[CH:4][C:3]=1[CH2:47][C:48]([NH:50][CH2:51][C:52]([O:54]C)=O)=O.[NH2:56][NH2:57], predict the reaction product. The product is: [Cl:1][C:2]1[CH:7]=[CH:6][C:5]([C@H:8]2[C@H:13]([O:14][CH2:15][C:16]3[CH:21]=[CH:20][CH:19]=[CH:18][CH:17]=3)[C@@H:12]([O:22][CH2:23][C:24]3[CH:25]=[CH:26][CH:27]=[CH:28][CH:29]=3)[C@H:11]([O:30][CH2:31][C:32]3[CH:33]=[CH:34][CH:35]=[CH:36][CH:37]=3)[C@@H:10]([CH2:38][O:39][CH2:40][C:41]3[CH:46]=[CH:45][CH:44]=[CH:43][CH:42]=3)[O:9]2)=[CH:4][C:3]=1[CH2:47][C:48]1[NH:50][CH2:51][C:52](=[O:54])[NH:57][N:56]=1. (5) Given the reactants S(=O)(=O)(O)O.[Cl:6][C:7]1[CH:19]=[CH:18][C:10]([NH:11][CH2:12][CH2:13][S:14]([CH3:17])(=[O:16])=[O:15])=[C:9]([F:20])[CH:8]=1.[N+:21]([O-])([OH:23])=[O:22], predict the reaction product. The product is: [Cl:6][C:7]1[CH:19]=[C:18]([N+:21]([O-:23])=[O:22])[C:10]([NH:11][CH2:12][CH2:13][S:14]([CH3:17])(=[O:15])=[O:16])=[C:9]([F:20])[CH:8]=1. (6) Given the reactants [CH3:1][O:2][C:3]([NH:5][C@H:6]([C:10]([OH:12])=O)[CH:7]([CH3:9])[CH3:8])=[O:4].F[P-](F)(F)(F)(F)F.N1(O[P+](N(C)C)(N(C)C)N(C)C)[C:24]2C=CC=[CH:28][C:23]=2N=N1.C1C=CC2N([OH:49])N=NC=2C=1.C[N:51]1[CH2:56][CH2:55][O:54]C[CH2:52]1.[OH:57][C@@H:58]([C@@H:69]([NH2:77])[CH2:70][C:71]1[CH:76]=[CH:75][CH:74]=[CH:73][CH:72]=1)[CH2:59][N:60]([CH2:62][CH:63]1[CH2:68][CH2:67][CH2:66][CH2:65][CH2:64]1)[NH2:61].CN([CH:81]=[O:82])C, predict the reaction product. The product is: [OH:57][C@@H:58]([C@@H:69]([NH:77][C:10](=[O:12])[C@H:6]([CH:7]([CH3:8])[CH3:9])[NH:5][C:3]([O:2][CH3:1])=[O:4])[CH2:70][C:71]1[CH:72]=[CH:73][CH:74]=[CH:75][CH:76]=1)[CH2:59][N:60]([CH2:62][CH:63]1[CH2:64][CH2:65][CH2:66][CH2:67][CH2:68]1)[NH:61][C:55](=[O:54])[C@H:56]([CH:23]([CH3:28])[CH3:24])[NH:51][C:52]([O:82][CH3:81])=[O:49]. (7) Given the reactants ClC1N=C(NNCC#C)N=C(NNCCC)N=1.[Cl:18][C:19]1[CH:20]=[C:21]([CH:24]=[CH:25][C:26]=1[Cl:27])[CH2:22][NH2:23].ClC1[C:30](C)=[C:31](C=CC=1)[CH2:32][NH:33][C:34]1[N:39]=[C:38](NCCC)[N:37]=[C:36]([NH:44][CH2:45][C:46]#[CH:47])[N:35]=1, predict the reaction product. The product is: [Cl:18][C:19]1[CH:20]=[C:21]([CH:24]=[CH:25][C:26]=1[Cl:27])[CH2:22][NH:23][C:38]1[N:39]=[C:34]([NH:33][CH2:32][CH2:31][CH3:30])[N:35]=[C:36]([NH:44][CH2:45][C:46]#[CH:47])[N:37]=1. (8) Given the reactants [CH2:1]([P:3]([OH:5])[OH:4])[CH3:2].[CH2:6]([OH:9])[CH:7]=[CH2:8].[O-]S(OOS([O-])(=O)=O)(=O)=O.[Na+].[Na+], predict the reaction product. The product is: [CH2:1]([P:3]([CH2:8][CH2:7][CH2:6][OH:9])(=[O:5])[OH:4])[CH3:2]. (9) Given the reactants C([N:5]1[C:17]2[C:16]3[CH:15]=[C:14]([F:18])[CH:13]=[CH:12][C:11]=3[N:10]([S:19]([C:22]3[CH:23]=[N:24][C:25]([C:28]([F:31])([F:30])[F:29])=[CH:26][CH:27]=3)(=[O:21])=[O:20])[C@H:9]([CH:32]3[CH2:34][CH2:33]3)[C:8]=2[CH:7]=[N:6]1)(C)(C)C.C(O)=O, predict the reaction product. The product is: [CH:32]1([C@@H:9]2[C:8]3[CH:7]=[N:6][NH:5][C:17]=3[C:16]3[CH:15]=[C:14]([F:18])[CH:13]=[CH:12][C:11]=3[N:10]2[S:19]([C:22]2[CH:23]=[N:24][C:25]([C:28]([F:30])([F:31])[F:29])=[CH:26][CH:27]=2)(=[O:21])=[O:20])[CH2:33][CH2:34]1. (10) Given the reactants [Cl:1][C:2]1[N:3]=[C:4]2[NH:9][CH2:8][C:7]3([CH2:11][CH2:10]3)[CH2:6][N:5]2[C:12](=[O:14])[CH:13]=1.[C:15](=O)([O-])[O-].[Cs+].[Cs+].O.[C:22]([O:25][CH2:26][CH3:27])(=O)[CH3:23], predict the reaction product. The product is: [Cl:1][C:2]1[N:3]=[C:4]2[N:9]([CH2:27][CH2:26][O:25][CH:22]([CH3:23])[CH3:15])[CH2:8][C:7]3([CH2:10][CH2:11]3)[CH2:6][N:5]2[C:12](=[O:14])[CH:13]=1.